Dataset: Catalyst prediction with 721,799 reactions and 888 catalyst types from USPTO. Task: Predict which catalyst facilitates the given reaction. (1) Product: [CH:1]1[C:6]2[S:7][CH2:8][CH2:9][CH2:10][O:11][C:5]=2[C:4]([C:12]([NH2:21])=[O:14])=[CH:3][CH:2]=1. The catalyst class is: 39. Reactant: [CH:1]1[C:6]2[S:7][CH2:8][CH2:9][CH2:10][O:11][C:5]=2[C:4]([C:12]([OH:14])=O)=[CH:3][CH:2]=1.C1C=CC2N(O)N=[N:21]C=2C=1.CCN=C=NCCCN(C)C.Cl.N. (2) Reactant: [C:1]([C:5]1[CH:10]=[CH:9][C:8]([C:11]2[N:15]([CH3:16])[N:14]=[C:13]([C:17](=O)[CH3:18])[C:12]=2[OH:20])=[CH:7][CH:6]=1)([CH3:4])([CH3:3])[CH3:2].[NH:21]([C:23]([NH:25][C:26]1[CH:34]=[CH:33][C:29]([C:30]([OH:32])=[O:31])=[CH:28][CH:27]=1)=[S:24])[NH2:22].CN(C)C=O. Product: [C:1]([C:5]1[CH:10]=[CH:9][C:8]([C:11]2[N:15]([CH3:16])[N:14]=[C:13]([C:17](=[N:22][NH:21][C:23]([NH:25][C:26]3[CH:34]=[CH:33][C:29]([C:30]([OH:32])=[O:31])=[CH:28][CH:27]=3)=[S:24])[CH3:18])[C:12]=2[OH:20])=[CH:7][CH:6]=1)([CH3:4])([CH3:3])[CH3:2]. The catalyst class is: 126. (3) The catalyst class is: 348. Product: [CH:28]([C:2]1[CH:3]=[C:4]2[C:8](=[C:9]([CH3:11])[CH:10]=1)[NH:7][CH:6]=[C:5]2[C:12]#[N:13])=[O:29]. Reactant: Br[C:2]1[CH:3]=[C:4]2[C:8](=[C:9]([CH3:11])[CH:10]=1)[NH:7][CH:6]=[C:5]2[C:12]#[N:13].[H-].[Na+].C([Li])(CC)C.C1CCCCC1.Cl.[C:28](=O)(O)[O-:29].[Na+]. (4) Reactant: [OH-].[Na+].[CH3:3][C:4]1[O:8][C:7]([C:9]2[CH:14]=[CH:13][CH:12]=[CH:11][CH:10]=2)=[N:6][C:5]=1[CH2:15][O:16][C:17]1[CH:42]=[CH:41][C:20]([CH2:21][O:22]/[N:23]=[C:24](/[C:35]2[CH:40]=[CH:39][CH:38]=[CH:37][CH:36]=2)\[CH2:25][CH2:26][CH2:27][CH2:28][CH2:29][C:30]([O:32]CC)=[O:31])=[CH:19][CH:18]=1.CO.Cl. Product: [CH3:3][C:4]1[O:8][C:7]([C:9]2[CH:10]=[CH:11][CH:12]=[CH:13][CH:14]=2)=[N:6][C:5]=1[CH2:15][O:16][C:17]1[CH:42]=[CH:41][C:20]([CH2:21][O:22]/[N:23]=[C:24](/[C:35]2[CH:40]=[CH:39][CH:38]=[CH:37][CH:36]=2)\[CH2:25][CH2:26][CH2:27][CH2:28][CH2:29][C:30]([OH:32])=[O:31])=[CH:19][CH:18]=1. The catalyst class is: 7. (5) Reactant: [Br:1][C:2]1[CH:6]=[N:5][N:4]([CH3:7])[C:3]=1[C:8]1[CH:9]=[C:10]([NH2:16])[CH:11]=[CH:12][C:13]=1[O:14][CH3:15].[Br:17][C:18]1[CH:23]=[CH:22][C:21]([N:24]=[C:25]=[O:26])=[CH:20][CH:19]=1. Product: [Br:1][C:2]1[CH:6]=[N:5][N:4]([CH3:7])[C:3]=1[C:8]1[CH:9]=[C:10]([NH:16][C:25]([NH:24][C:21]2[CH:22]=[CH:23][C:18]([Br:17])=[CH:19][CH:20]=2)=[O:26])[CH:11]=[CH:12][C:13]=1[O:14][CH3:15]. The catalyst class is: 2. (6) Reactant: [OH:1][CH2:2][CH2:3][CH2:4][C:5]#[CH:6].N1C=CN=C1.[Si:12](Cl)([C:15]([CH3:18])([CH3:17])[CH3:16])([CH3:14])[CH3:13].Cl(O)(=O)(=O)=O. Product: [Si:12]([O:1][CH2:2][CH2:3][CH2:4][C:5]#[CH:6])([C:15]([CH3:18])([CH3:17])[CH3:16])([CH3:14])[CH3:13]. The catalyst class is: 9. (7) Reactant: [CH3:1][S:2]([C:5]1[CH:6]=[CH:7][C:8]([O:11][C:12]2[CH:13]=[C:14]3[C:18](=[C:19]([O:21][CH:22]4[CH2:27][CH2:26][O:25][CH2:24][CH2:23]4)[CH:20]=2)[NH:17][C:16]([C:28]2[S:29][CH:30]([CH2:33][C:34](O)=[O:35])[CH2:31][N:32]=2)=[CH:15]3)=[N:9][CH:10]=1)(=[O:4])=[O:3].[N:37]1(O)C2C=CC=CC=2N=N1.Cl.CN(C)CCCN=C=NCC.N. Product: [CH3:1][S:2]([C:5]1[CH:6]=[CH:7][C:8]([O:11][C:12]2[CH:13]=[C:14]3[C:18](=[C:19]([O:21][CH:22]4[CH2:23][CH2:24][O:25][CH2:26][CH2:27]4)[CH:20]=2)[NH:17][C:16]([C:28]2[S:29][CH:30]([CH2:33][C:34]([NH2:37])=[O:35])[CH2:31][N:32]=2)=[CH:15]3)=[N:9][CH:10]=1)(=[O:4])=[O:3]. The catalyst class is: 145.